From a dataset of Peptide-MHC class I binding affinity with 185,985 pairs from IEDB/IMGT. Regression. Given a peptide amino acid sequence and an MHC pseudo amino acid sequence, predict their binding affinity value. This is MHC class I binding data. (1) The peptide sequence is RAAEMDYIM. The MHC is HLA-B57:01 with pseudo-sequence HLA-B57:01. The binding affinity (normalized) is 0.472. (2) The peptide sequence is ISEDMHTDK. The MHC is HLA-B35:01 with pseudo-sequence HLA-B35:01. The binding affinity (normalized) is 0.0847. (3) The peptide sequence is KTTFKPNTW. The MHC is HLA-A11:01 with pseudo-sequence HLA-A11:01. The binding affinity (normalized) is 0.0394. (4) The peptide sequence is FLKEMGGL. The MHC is HLA-A02:02 with pseudo-sequence HLA-A02:02. The binding affinity (normalized) is 0.455. (5) The peptide sequence is TPGPGIRYPL. The MHC is HLA-B58:01 with pseudo-sequence HLA-B58:01. The binding affinity (normalized) is 0. (6) The peptide sequence is GAAVTLNRIK. The MHC is HLA-A31:01 with pseudo-sequence HLA-A31:01. The binding affinity (normalized) is 0.0192. (7) The binding affinity (normalized) is 0. The MHC is HLA-A68:02 with pseudo-sequence HLA-A68:02. The peptide sequence is ALRANSAVK. (8) The peptide sequence is AVMLVHTYY. The MHC is HLA-A03:01 with pseudo-sequence HLA-A03:01. The binding affinity (normalized) is 0.335. (9) The peptide sequence is NMKQCTNDIY. The MHC is HLA-A33:01 with pseudo-sequence HLA-A33:01. The binding affinity (normalized) is 0. (10) The peptide sequence is LTYFCFVAL. The MHC is HLA-B15:01 with pseudo-sequence HLA-B15:01. The binding affinity (normalized) is 0.690.